Dataset: Forward reaction prediction with 1.9M reactions from USPTO patents (1976-2016). Task: Predict the product of the given reaction. (1) Given the reactants O=[C:2]1[CH2:7][CH2:6][CH:5]([C@H:8]([NH:10][C:11]2[N:16]=[C:15]([C:17]3[C:25]4[C:20](=[N:21][CH:22]=[C:23]([C:26]([F:29])([F:28])[F:27])[CH:24]=4)[N:19]([S:30]([C:33]4[CH:39]=[CH:38][C:36]([CH3:37])=[CH:35][CH:34]=4)(=[O:32])=[O:31])[CH:18]=3)[C:14]([C:40]#[N:41])=[CH:13][N:12]=2)[CH3:9])[CH2:4][CH2:3]1.C([O-])(=O)C.[NH4+:46].C(O[BH-](OC(=O)C)OC(=O)C)(=O)C.[Na+], predict the reaction product. The product is: [NH2:46][CH:2]1[CH2:7][CH2:6][CH:5]([C@H:8]([NH:10][C:11]2[N:16]=[C:15]([C:17]3[C:25]4[C:20](=[N:21][CH:22]=[C:23]([C:26]([F:29])([F:28])[F:27])[CH:24]=4)[N:19]([S:30]([C:33]4[CH:39]=[CH:38][C:36]([CH3:37])=[CH:35][CH:34]=4)(=[O:32])=[O:31])[CH:18]=3)[C:14]([C:40]#[N:41])=[CH:13][N:12]=2)[CH3:9])[CH2:4][CH2:3]1. (2) The product is: [F:29][C:30]1([F:34])[CH2:33][N:32]([C:16]([C:15]([NH:14][C:12]([C:10]2[CH:9]=[CH:8][C:7]([N:23]3[CH2:24][C:25]([F:28])([F:27])[CH2:26]3)=[C:6]([O:5][CH2:4][CH:1]3[CH2:2][CH2:3]3)[N:11]=2)=[O:13])([CH2:21][CH3:22])[CH2:19][CH3:20])=[O:18])[CH2:31]1. Given the reactants [CH:1]1([CH2:4][O:5][C:6]2[N:11]=[C:10]([C:12]([NH:14][C:15]([CH2:21][CH3:22])([CH2:19][CH3:20])[C:16]([OH:18])=O)=[O:13])[CH:9]=[CH:8][C:7]=2[N:23]2[CH2:26][C:25]([F:28])([F:27])[CH2:24]2)[CH2:3][CH2:2]1.[F:29][C:30]1([F:34])[CH2:33][NH:32][CH2:31]1, predict the reaction product. (3) Given the reactants Br[C:2]1[CH:8]=[C:7]([F:9])[C:5]([NH2:6])=[C:4]([Cl:10])[CH:3]=1.[F:11][C:12]([F:25])([F:24])[CH2:13][O:14][C:15]1[CH:16]=[C:17](B(O)O)[CH:18]=[CH:19][CH:20]=1, predict the reaction product. The product is: [Cl:10][C:4]1[CH:3]=[C:2]([C:17]2[CH:18]=[CH:19][CH:20]=[C:15]([O:14][CH2:13][C:12]([F:11])([F:24])[F:25])[CH:16]=2)[CH:8]=[C:7]([F:9])[C:5]=1[NH2:6]. (4) Given the reactants Cl[C:2]1[N:7]=[CH:6][CH:5]=[CH:4][N:3]=1.[CH3:8][O:9][C:10]1[CH:17]=[C:16]([O:18][CH3:19])[CH:15]=[CH:14][C:11]=1[CH2:12][NH2:13].C(N(CC)CC)C, predict the reaction product. The product is: [CH3:8][O:9][C:10]1[CH:17]=[C:16]([O:18][CH3:19])[CH:15]=[CH:14][C:11]=1[CH2:12][NH:13][C:2]1[N:7]=[CH:6][CH:5]=[CH:4][N:3]=1. (5) Given the reactants [F:1][C:2]([F:19])([F:18])[C:3]1[CH:4]=[C:5]([CH:11]=[C:12]([C:14]([F:17])([F:16])[F:15])[CH:13]=1)[CH:6]=[CH:7][C:8](O)=[O:9].C(Cl)(=O)C([Cl:23])=O, predict the reaction product. The product is: [F:1][C:2]([F:19])([F:18])[C:3]1[CH:4]=[C:5]([CH:11]=[C:12]([C:14]([F:17])([F:16])[F:15])[CH:13]=1)[CH:6]=[CH:7][C:8]([Cl:23])=[O:9].